This data is from Reaction yield outcomes from USPTO patents with 853,638 reactions. The task is: Predict the reaction yield, written as a fraction of the theoretical maximum amount of product (1.0 means a 100% yield; for example, 0.34 means a 34% yield). The product is [C:15]([C:19]1[C:27]2[C:22](=[CH:23][C:24]([NH:28][C:12]([C:8]3[C:9](=[O:11])[C:10]4[C:2]([CH3:1])=[N:3][S:4][C:5]=4[NH:6][CH:7]=3)=[O:14])=[CH:25][CH:26]=2)[NH:21][CH:20]=1)([CH3:18])([CH3:16])[CH3:17]. The catalyst is C(OCC)(=O)C. The reactants are [CH3:1][C:2]1[C:10]2[C:9](=[O:11])[C:8]([C:12]([OH:14])=O)=[CH:7][NH:6][C:5]=2[S:4][N:3]=1.[C:15]([C:19]1[C:27]2[C:22](=[CH:23][C:24]([NH2:28])=[CH:25][CH:26]=2)[NH:21][CH:20]=1)([CH3:18])([CH3:17])[CH3:16].N1C=CC=CC=1. The yield is 0.330.